From a dataset of Reaction yield outcomes from USPTO patents with 853,638 reactions. Predict the reaction yield, written as a fraction of the theoretical maximum amount of product (1.0 means a 100% yield; for example, 0.34 means a 34% yield). (1) The reactants are [C:1]([O:9][CH:10]([O:14][C:15]([NH:17][CH2:18][C:19]1([CH2:25][C:26]([OH:28])=[O:27])[CH2:24][CH2:23][CH2:22][CH2:21][CH2:20]1)=[O:16])[CH:11]([CH3:13])[CH3:12])(=[O:8])[C:2]1[CH:7]=[CH:6][CH:5]=[CH:4][CH:3]=1.[CH:29]1C=CC=CC=1.C[Si](C=[N+]=[N-])(C)C. The catalyst is CO. The product is [C:1]([O:9][CH:10]([O:14][C:15]([NH:17][CH2:18][C:19]1([CH2:25][C:26]([O:28][CH3:29])=[O:27])[CH2:24][CH2:23][CH2:22][CH2:21][CH2:20]1)=[O:16])[CH:11]([CH3:12])[CH3:13])(=[O:8])[C:2]1[CH:3]=[CH:4][CH:5]=[CH:6][CH:7]=1. The yield is 0.640. (2) The reactants are I[C:2]1[CH:25]=[CH:24][C:5]([O:6][CH:7]2[CH2:12][CH2:11][CH:10]([C:13]([N:15]3[CH2:20][CH2:19][N:18]([CH:21]([CH3:23])[CH3:22])[CH2:17][CH2:16]3)=[O:14])[CH2:9][CH2:8]2)=[CH:4][CH:3]=1.C([Sn](CCCC)(CCCC)[C:31]1[S:32][CH:33]=[CH:34][N:35]=1)CCC. The catalyst is [Pd](Cl)Cl.C1(P(C2C=CC=CC=2)C2C=CC=CC=2)C=CC=CC=1.C1(P(C2C=CC=CC=2)C2C=CC=CC=2)C=CC=CC=1.C1COCC1. The product is [CH:21]([N:18]1[CH2:19][CH2:20][N:15]([C:13]([C@H:10]2[CH2:11][CH2:12][C@H:7]([O:6][C:5]3[CH:24]=[CH:25][C:2]([C:31]4[S:32][CH:33]=[CH:34][N:35]=4)=[CH:3][CH:4]=3)[CH2:8][CH2:9]2)=[O:14])[CH2:16][CH2:17]1)([CH3:23])[CH3:22]. The yield is 0.360. (3) The reactants are Br[C:2]1[CH:18]=[C:17]([CH3:19])[C:5]2[N:6]=[C:7]([NH:10][C:11]3[CH:16]=[CH:15][CH:14]=[CH:13][CH:12]=3)[N:8]=[N:9][C:4]=2[CH:3]=1.[CH3:20][O:21][C:22]1[CH:27]=[CH:26][CH:25]=[C:24]([O:28][CH3:29])[C:23]=1B(O)O.C(=O)([O-])[O-].[K+].[K+].C1(P(C2C=CC=CC=2)C2C=CC=CC=2)C=CC=CC=1. The catalyst is CN(C)C(=O)C.C(O)C.O.[Pd].[Pd].C(=CC(C=CC1C=CC=CC=1)=O)C1C=CC=CC=1.C(=CC(C=CC1C=CC=CC=1)=O)C1C=CC=CC=1.C(=CC(C=CC1C=CC=CC=1)=O)C1C=CC=CC=1. The product is [CH3:20][O:21][C:22]1[CH:27]=[CH:26][CH:25]=[C:24]([O:28][CH3:29])[C:23]=1[C:2]1[CH:18]=[C:17]([CH3:19])[C:5]2[N:6]=[C:7]([NH:10][C:11]3[CH:16]=[CH:15][CH:14]=[CH:13][CH:12]=3)[N:8]=[N:9][C:4]=2[CH:3]=1. The yield is 0.424. (4) The reactants are [Cl:1][C:2]1[CH:3]=[C:4]2[C:9](=[CH:10][C:11]=1[O:12][C:13]1[CH:18]=[CH:17][C:16]([C:19](=[O:34])[NH:20][CH:21]3[CH2:26][CH2:25][CH2:24][CH:23]([C:27]4[CH:32]=[CH:31][C:30]([Cl:33])=[CH:29][CH:28]=4)[CH2:22]3)=[CH:15][CH:14]=1)[O:8][CH2:7][CH2:6][CH:5]2[C:35]([OH:37])=[O:36].C[O-].[Na+:40]. The catalyst is CO. The product is [Cl:1][C:2]1[CH:3]=[C:4]2[C:9](=[CH:10][C:11]=1[O:12][C:13]1[CH:14]=[CH:15][C:16]([C:19](=[O:34])[NH:20][CH:21]3[CH2:26][CH2:25][CH2:24][CH:23]([C:27]4[CH:28]=[CH:29][C:30]([Cl:33])=[CH:31][CH:32]=4)[CH2:22]3)=[CH:17][CH:18]=1)[O:8][CH2:7][CH2:6][CH:5]2[C:35]([O-:37])=[O:36].[Na+:40]. The yield is 0.991. (5) The catalyst is C(Cl)Cl. The reactants are ClC1C=C(C=CC=1)C(OO)=[O:6].[CH2:12]([C:16]1[CH:25]=[CH:24][CH:23]=[C:22]2[C:17]=1[CH:18]=[CH:19][CH:20]=[N:21]2)[CH:13]([CH3:15])[CH3:14]. The product is [CH2:12]([C:16]1[CH:25]=[CH:24][CH:23]=[C:22]2[C:17]=1[CH:18]=[CH:19][CH:20]=[N+:21]2[O-:6])[CH:13]([CH3:15])[CH3:14]. The yield is 0.800. (6) The reactants are [F:1][C:2]1[CH:3]=[CH:4][C:5]([NH:8][NH2:9])=[N:6][CH:7]=1.[C:10](OC(OCC)OCC)(=O)C. The catalyst is C1CCCCC1. The product is [F:1][C:2]1[CH:3]=[CH:4][C:5]2[N:6]([CH:10]=[N:9][N:8]=2)[CH:7]=1. The yield is 0.700. (7) The reactants are [CH3:1][C:2]1[C:7]([C:8]([OH:10])=O)=[CH:6][N:5]=[C:4]([C:11]2[S:12][CH:13]=[CH:14][N:15]=2)[N:3]=1.[CH2:16]([C:18]1[C:26]2[C:21](=[N:22][CH:23]=[C:24]([F:27])[CH:25]=2)[N:20]([NH2:28])[CH:19]=1)[CH3:17].C[N+]1(C2N=C(OC)N=C(OC)N=2)CCOCC1.[Cl-]. The catalyst is CN(C=O)C.C([O-])([O-])=O.[Na+].[Na+]. The product is [CH2:16]([C:18]1[C:26]2[C:21](=[N:22][CH:23]=[C:24]([F:27])[CH:25]=2)[N:20]([NH:28][C:8]([C:7]2[C:2]([CH3:1])=[N:3][C:4]([C:11]3[S:12][CH:13]=[CH:14][N:15]=3)=[N:5][CH:6]=2)=[O:10])[CH:19]=1)[CH3:17]. The yield is 0.660. (8) The reactants are [CH3:1][C:2]1[CH:11]=[CH:10][C:9]2[C:8]([OH:12])=[CH:7][CH:6]=[CH:5][C:4]=2[N:3]=1.N1C=CC=CC=1.[F:19][C:20]([F:33])([F:32])[S:21](O[S:21]([C:20]([F:33])([F:32])[F:19])(=[O:23])=[O:22])(=[O:23])=[O:22].O. The catalyst is ClCCl. The product is [F:19][C:20]([F:33])([F:32])[S:21]([O:12][C:8]1[CH:7]=[CH:6][CH:5]=[C:4]2[C:9]=1[CH:10]=[CH:11][C:2]([CH3:1])=[N:3]2)(=[O:23])=[O:22]. The yield is 0.920. (9) The reactants are [N:1]([CH2:4][C@@H:5]([NH:10][C:11](=[O:17])[O:12][C:13]([CH3:16])([CH3:15])[CH3:14])[CH2:6][O:7][CH2:8][CH3:9])=[N+]=[N-]. The catalyst is CO.[Pd]. The product is [NH2:1][CH2:4][C@@H:5]([NH:10][C:11](=[O:17])[O:12][C:13]([CH3:16])([CH3:15])[CH3:14])[CH2:6][O:7][CH2:8][CH3:9]. The yield is 0.670. (10) The product is [CH3:1][O:2][C:3](=[O:16])[C:4]1[CH:9]=[C:8]([C:29]2[N:25]([O:24][CH2:17][C:18]3[CH:23]=[CH:22][CH:21]=[CH:20][CH:19]=3)[N:26]=[CH:27][CH:28]=2)[C:7]([C:11]([F:14])([F:13])[F:12])=[CH:6][C:5]=1[NH2:15]. The reactants are [CH3:1][O:2][C:3](=[O:16])[C:4]1[CH:9]=[C:8](I)[C:7]([C:11]([F:14])([F:13])[F:12])=[CH:6][C:5]=1[NH2:15].[CH2:17]([O:24][N:25]1[C:29]([Sn](CCCC)(CCCC)CCCC)=[CH:28][CH:27]=[N:26]1)[C:18]1[CH:23]=[CH:22][CH:21]=[CH:20][CH:19]=1. The catalyst is O1CCOCC1.C1C=CC(P(C2C=CC=CC=2)[C-]2C=CC=C2)=CC=1.C1C=CC(P(C2C=CC=CC=2)[C-]2C=CC=C2)=CC=1.Cl[Pd]Cl.[Fe+2]. The yield is 0.310.